This data is from Reaction yield outcomes from USPTO patents with 853,638 reactions. The task is: Predict the reaction yield, written as a fraction of the theoretical maximum amount of product (1.0 means a 100% yield; for example, 0.34 means a 34% yield). (1) The product is [C:2]1([C:1]2[O:8][N:17]=[C:11]([C:12]([O:14][CH2:15][CH3:16])=[O:13])[N:10]=2)[CH:7]=[CH:6][CH:5]=[CH:4][CH:3]=1. The yield is 0.600. The reactants are [C:1](Cl)(=[O:8])[C:2]1[CH:7]=[CH:6][CH:5]=[CH:4][CH:3]=1.[NH2:10][C:11](=[N:17]O)[C:12]([O:14][CH2:15][CH3:16])=[O:13].C(N(CC)C(C)C)(C)C.O. The catalyst is ClCCl. (2) The reactants are [CH2:1]([Li])[CH3:2].C1C=CC=CC=1.C1CCCCC1.B(F)(F)F.CCOCC.CO[CH:27]1[N:31]([C:32]([O:34][CH2:35][C:36]2[CH:41]=[CH:40][CH:39]=[CH:38][CH:37]=2)=[O:33])[C@H:30]([C:42]([O:44][C:45]([CH3:48])([CH3:47])[CH3:46])=[O:43])[CH2:29][CH2:28]1.[Cl-].[NH4+]. The catalyst is CSC.[Cu+].[Br-].O1CCCC1.C(OCC)C. The product is [CH2:1]([C@H:27]1[N:31]([C:32]([O:34][CH2:35][C:36]2[CH:41]=[CH:40][CH:39]=[CH:38][CH:37]=2)=[O:33])[C@H:30]([C:42]([O:44][C:45]([CH3:48])([CH3:46])[CH3:47])=[O:43])[CH2:29][CH2:28]1)[CH3:2]. The yield is 0.630.